From a dataset of NCI-60 drug combinations with 297,098 pairs across 59 cell lines. Regression. Given two drug SMILES strings and cell line genomic features, predict the synergy score measuring deviation from expected non-interaction effect. (1) Drug 1: COC1=C(C=C2C(=C1)N=CN=C2NC3=CC(=C(C=C3)F)Cl)OCCCN4CCOCC4. Drug 2: B(C(CC(C)C)NC(=O)C(CC1=CC=CC=C1)NC(=O)C2=NC=CN=C2)(O)O. Cell line: SK-MEL-28. Synergy scores: CSS=7.04, Synergy_ZIP=-3.84, Synergy_Bliss=-0.468, Synergy_Loewe=-2.81, Synergy_HSA=-3.34. (2) Drug 1: C1=NC2=C(N1)C(=S)N=C(N2)N. Drug 2: C1CN(P(=O)(OC1)NCCCl)CCCl. Cell line: SK-MEL-28. Synergy scores: CSS=-0.0265, Synergy_ZIP=-3.46, Synergy_Bliss=-1.64, Synergy_Loewe=-9.02, Synergy_HSA=-3.41. (3) Drug 1: CC1CCC2CC(C(=CC=CC=CC(CC(C(=O)C(C(C(=CC(C(=O)CC(OC(=O)C3CCCCN3C(=O)C(=O)C1(O2)O)C(C)CC4CCC(C(C4)OC)OCCO)C)C)O)OC)C)C)C)OC. Drug 2: CC(C)(C#N)C1=CC(=CC(=C1)CN2C=NC=N2)C(C)(C)C#N. Cell line: SN12C. Synergy scores: CSS=-2.17, Synergy_ZIP=3.44, Synergy_Bliss=2.42, Synergy_Loewe=-1.34, Synergy_HSA=-2.17. (4) Drug 1: C1CCC(C1)C(CC#N)N2C=C(C=N2)C3=C4C=CNC4=NC=N3. Drug 2: C1C(C(OC1N2C=NC(=NC2=O)N)CO)O. Cell line: A549. Synergy scores: CSS=14.2, Synergy_ZIP=-4.52, Synergy_Bliss=-0.916, Synergy_Loewe=-2.47, Synergy_HSA=-1.66. (5) Drug 1: CC1=C(C=C(C=C1)NC2=NC=CC(=N2)N(C)C3=CC4=NN(C(=C4C=C3)C)C)S(=O)(=O)N.Cl. Drug 2: CC1=C(C=C(C=C1)NC(=O)C2=CC=C(C=C2)CN3CCN(CC3)C)NC4=NC=CC(=N4)C5=CN=CC=C5. Cell line: UACC-257. Synergy scores: CSS=12.8, Synergy_ZIP=3.18, Synergy_Bliss=4.64, Synergy_Loewe=3.37, Synergy_HSA=3.42. (6) Drug 2: COC1=C(C=C2C(=C1)N=CN=C2NC3=CC(=C(C=C3)F)Cl)OCCCN4CCOCC4. Cell line: U251. Synergy scores: CSS=20.9, Synergy_ZIP=1.28, Synergy_Bliss=4.81, Synergy_Loewe=4.63, Synergy_HSA=6.34. Drug 1: CCCS(=O)(=O)NC1=C(C(=C(C=C1)F)C(=O)C2=CNC3=C2C=C(C=N3)C4=CC=C(C=C4)Cl)F. (7) Drug 1: CS(=O)(=O)OCCCCOS(=O)(=O)C. Drug 2: CCN(CC)CCCC(C)NC1=C2C=C(C=CC2=NC3=C1C=CC(=C3)Cl)OC. Cell line: NCI-H226. Synergy scores: CSS=9.46, Synergy_ZIP=-2.08, Synergy_Bliss=2.00, Synergy_Loewe=-11.6, Synergy_HSA=0.389. (8) Drug 1: C#CCC(CC1=CN=C2C(=N1)C(=NC(=N2)N)N)C3=CC=C(C=C3)C(=O)NC(CCC(=O)O)C(=O)O. Drug 2: C(CN)CNCCSP(=O)(O)O. Cell line: HS 578T. Synergy scores: CSS=-3.63, Synergy_ZIP=2.50, Synergy_Bliss=2.19, Synergy_Loewe=-8.95, Synergy_HSA=-4.20.